Dataset: Full USPTO retrosynthesis dataset with 1.9M reactions from patents (1976-2016). Task: Predict the reactants needed to synthesize the given product. (1) Given the product [CH2:1]([O:8][C:9]([C:11]1[NH:12][CH:13]=[C:14]([I:29])[CH:15]=1)=[O:10])[C:2]1[CH:3]=[CH:4][CH:5]=[CH:6][CH:7]=1, predict the reactants needed to synthesize it. The reactants are: [CH2:1]([O:8][C:9]([C:11]1[NH:12][CH:13]=[CH:14][CH:15]=1)=[O:10])[C:2]1[CH:7]=[CH:6][CH:5]=[CH:4][CH:3]=1.C(=O)([O-])[O-].[K+].[K+].C1C(=O)N([I:29])C(=O)C1. (2) The reactants are: [CH2:1]([N:3]([CH2:25][CH3:26])[C:4](=[O:24])[CH2:5][N:6]1[CH2:11][CH2:10][N:9]([C:12]2[C:20]3[O:19][CH:18]=[CH:17][C:16]=3[CH:15]=[C:14]([N+:21]([O-])=O)[CH:13]=2)[CH2:8][CH2:7]1)[CH3:2].NC1C=C(N2CCN(C(OC(C)(C)C)=O)CC2)C2OC=CC=2C=1. Given the product [NH2:21][C:14]1[CH:13]=[C:12]([N:9]2[CH2:10][CH2:11][N:6]([CH2:5][C:4]([N:3]([CH2:25][CH3:26])[CH2:1][CH3:2])=[O:24])[CH2:7][CH2:8]2)[C:20]2[O:19][CH:18]=[CH:17][C:16]=2[CH:15]=1, predict the reactants needed to synthesize it.